Dataset: Reaction yield outcomes from USPTO patents with 853,638 reactions. Task: Predict the reaction yield, written as a fraction of the theoretical maximum amount of product (1.0 means a 100% yield; for example, 0.34 means a 34% yield). The reactants are [NH2:1][CH2:2][CH2:3][C:4]1[N:5]=[C:6]([NH:9][C:10]([NH:12][C:13]2[CH:18]=[CH:17][C:16]([CH3:19])=[CH:15][C:14]=2[C:20]([CH:22]2[CH2:26][CH2:25][CH2:24][CH2:23]2)=[O:21])=[O:11])[S:7][CH:8]=1.[CH3:27][N:28]([CH2:30][C:31](O)=[O:32])[CH3:29]. No catalyst specified. The product is [CH:22]1([C:20]([C:14]2[CH:15]=[C:16]([CH3:19])[CH:17]=[CH:18][C:13]=2[NH:12][C:10](=[O:11])[NH:9][C:6]2[S:7][CH:8]=[C:4]([CH2:3][CH2:2][NH:1][C:31](=[O:32])[CH2:30][N:28]([CH3:29])[CH3:27])[N:5]=2)=[O:21])[CH2:23][CH2:24][CH2:25][CH2:26]1. The yield is 0.610.